This data is from Reaction yield outcomes from USPTO patents with 853,638 reactions. The task is: Predict the reaction yield, written as a fraction of the theoretical maximum amount of product (1.0 means a 100% yield; for example, 0.34 means a 34% yield). The reactants are [CH3:1][C@H:2]([CH2:8][CH2:9][CH2:10][CH2:11][CH3:12])[CH2:3][CH2:4][C:5]([OH:7])=O.C(N(CC)CC)C.CC(C)(C)C(Cl)=O.[Li+].[Cl-].[CH3:29][C@@H:30]1[CH:34]([C:35]2[CH:40]=[CH:39][CH:38]=[CH:37][CH:36]=2)[O:33][C:32](=[O:41])[NH:31]1. The catalyst is C1COCC1. The product is [CH3:29][C@@H:30]1[C@H:34]([C:35]2[CH:40]=[CH:39][CH:38]=[CH:37][CH:36]=2)[O:33][C:32](=[O:41])[N:31]1[C:5](=[O:7])[CH2:4][CH2:3][C@H:2]([CH3:1])[CH2:8][CH2:9][CH2:10][CH2:11][CH3:12]. The yield is 0.880.